From a dataset of CYP2D6 inhibition data for predicting drug metabolism from PubChem BioAssay. Regression/Classification. Given a drug SMILES string, predict its absorption, distribution, metabolism, or excretion properties. Task type varies by dataset: regression for continuous measurements (e.g., permeability, clearance, half-life) or binary classification for categorical outcomes (e.g., BBB penetration, CYP inhibition). Dataset: cyp2d6_veith. (1) The drug is Cc1ccccc1/C=C1\OC(=O)c2ccccc21. The result is 0 (non-inhibitor). (2) The molecule is CN1CCN(c2ncc3nc(-c4cn(C)c5ccccc45)c(=O)n(C[C@H]4CCCO4)c3n2)CC1. The result is 0 (non-inhibitor). (3) The drug is Cc1nc2cncnc2n(Cc2ccc(F)cc2)c1=O. The result is 0 (non-inhibitor). (4) The result is 0 (non-inhibitor). The molecule is O=C(CNc1cccc2ccccc12)N/N=C/C(Br)=C/c1ccccc1. (5) The compound is Cc1nc2cnc(N3CCOCC3)nc2n(Cc2ccc(F)cc2)c1=O. The result is 0 (non-inhibitor).